This data is from Full USPTO retrosynthesis dataset with 1.9M reactions from patents (1976-2016). The task is: Predict the reactants needed to synthesize the given product. (1) Given the product [N:13]1[CH:18]=[CH:17][CH:16]=[CH:15][C:14]=1[C:19]1[CH:38]=[CH:37][C:22]([C:23]([NH:25][CH2:26][CH2:27][CH2:28][C:29]2[CH:36]=[CH:35][C:32]([CH2:33][Cl:5])=[CH:31][CH:30]=2)=[O:24])=[CH:21][CH:20]=1, predict the reactants needed to synthesize it. The reactants are: CS([Cl:5])(=O)=O.C(N(CC)CC)C.[N:13]1[CH:18]=[CH:17][CH:16]=[CH:15][C:14]=1[C:19]1[CH:38]=[CH:37][C:22]([C:23]([NH:25][CH2:26][CH2:27][CH2:28][C:29]2[CH:36]=[CH:35][C:32]([CH2:33]O)=[CH:31][CH:30]=2)=[O:24])=[CH:21][CH:20]=1. (2) Given the product [F:25][C:22]1[CH:23]=[CH:24][C:19]([CH2:18][O:17][C:5]2[CH:4]=[C:3]([CH2:26][N:27]3[CH2:32][CH2:31][O:30][CH2:29][CH2:28]3)[C:2]([C:37]3[CH:36]=[N:35][N:34]([CH3:33])[CH:38]=3)=[CH:16][C:6]=2[C:7]([NH:9][C:10]2[C:11]([CH3:15])=[N:12][O:13][CH:14]=2)=[O:8])=[CH:20][CH:21]=1, predict the reactants needed to synthesize it. The reactants are: Br[C:2]1[C:3]([CH2:26][N:27]2[CH2:32][CH2:31][O:30][CH2:29][CH2:28]2)=[CH:4][C:5]([O:17][CH2:18][C:19]2[CH:24]=[CH:23][C:22]([F:25])=[CH:21][CH:20]=2)=[C:6]([CH:16]=1)[C:7]([NH:9][C:10]1[C:11]([CH3:15])=[N:12][O:13][CH:14]=1)=[O:8].[CH3:33][N:34]1[CH:38]=[C:37](B2OC(C)(C)C(C)(C)O2)[CH:36]=[N:35]1.C(=O)([O-])[O-].[Na+].[Na+]. (3) Given the product [Cl:1][C:2]1[CH:19]=[CH:18][CH:17]=[C:16]([Cl:20])[C:3]=1[CH2:4][O:5][C:6]1[CH:7]=[C:8]([NH2:13])[C:9]([NH2:10])=[CH:11][CH:12]=1, predict the reactants needed to synthesize it. The reactants are: [Cl:1][C:2]1[CH:19]=[CH:18][CH:17]=[C:16]([Cl:20])[C:3]=1[CH2:4][O:5][C:6]1[CH:12]=[CH:11][C:9]([NH2:10])=[C:8]([N+:13]([O-])=O)[CH:7]=1.[OH-].[Na+].ClCCl. (4) Given the product [OH:32][C@H:3]([C@@H:2]([NH:1][C:42](=[O:43])[C@@H:41]([OH:40])[CH:45]([S:47]([CH3:50])(=[O:49])=[O:48])[CH3:46])[CH2:33][C:34]1[CH:35]=[CH:36][CH:37]=[CH:38][CH:39]=1)[CH2:4][C@@H:5]([NH:19][C:20]([C@@H:22]([NH:27][C:28](=[O:31])[O:29][CH3:30])[C:23]([CH3:26])([CH3:25])[CH3:24])=[O:21])[CH2:6][C:7]1[CH:12]=[CH:11][C:10]([C:13]2[CH:18]=[CH:17][CH:16]=[CH:15][N:14]=2)=[CH:9][CH:8]=1, predict the reactants needed to synthesize it. The reactants are: [NH2:1][C@@H:2]([CH2:33][C:34]1[CH:39]=[CH:38][CH:37]=[CH:36][CH:35]=1)[C@@H:3]([OH:32])[CH2:4][C@@H:5]([NH:19][C:20]([C@@H:22]([NH:27][C:28](=[O:31])[O:29][CH3:30])[C:23]([CH3:26])([CH3:25])[CH3:24])=[O:21])[CH2:6][C:7]1[CH:12]=[CH:11][C:10]([C:13]2[CH:18]=[CH:17][CH:16]=[CH:15][N:14]=2)=[CH:9][CH:8]=1.[OH:40][C@@H:41]([C:45](C)([S:47]([CH3:50])(=[O:49])=[O:48])[CH3:46])[C:42](O)=[O:43].CCOP(ON1N=NC2C=CC=CC=2C1=O)(OCC)=O.C(N(CC)C(C)C)(C)C.